From a dataset of Full USPTO retrosynthesis dataset with 1.9M reactions from patents (1976-2016). Predict the reactants needed to synthesize the given product. (1) Given the product [NH:23]1[C:24]2[C:29](=[CH:28][CH:27]=[CH:26][CH:25]=2)[CH:30]=[C:22]1[CH2:21][NH:20][C:15]([C:14]1[CH:18]=[CH:19][C:11]([N:7]2[C:8]3[C:4](=[CH:3][C:2]([NH:1][C:43]([C:39]4[CH:38]=[C:37]5[C:42](=[CH:41][CH:40]=4)[N:34]([CH2:33][CH2:32][OH:31])[CH:35]=[CH:36]5)=[O:44])=[CH:10][CH:9]=3)[CH:5]=[CH:6]2)=[CH:12][CH:13]=1)=[O:17], predict the reactants needed to synthesize it. The reactants are: [NH2:1][C:2]1[CH:3]=[C:4]2[C:8](=[CH:9][CH:10]=1)[N:7]([C:11]1[CH:19]=[CH:18][C:14]([C:15]([OH:17])=O)=[CH:13][CH:12]=1)[CH:6]=[CH:5]2.[NH2:20][CH2:21][C:22]1[NH:23][C:24]2[C:29]([CH:30]=1)=[CH:28][CH:27]=[CH:26][CH:25]=2.[OH:31][CH2:32][CH2:33][N:34]1[C:42]2[C:37](=[CH:38][C:39]([C:43](O)=[O:44])=[CH:40][CH:41]=2)[CH:36]=[CH:35]1. (2) Given the product [F:21][C:22]1[CH:23]=[CH:24][C:25]([O:28][CH2:2][C:3]2[CH:4]=[C:5]([C:9]3[CH:10]=[C:11]4[C:16](=[CH:17][CH:18]=3)[N:15]([CH3:19])[C:14](=[O:20])[CH2:13][CH2:12]4)[CH:6]=[N:7][CH:8]=2)=[N:26][CH:27]=1, predict the reactants needed to synthesize it. The reactants are: Cl[CH2:2][C:3]1[CH:4]=[C:5]([C:9]2[CH:10]=[C:11]3[C:16](=[CH:17][CH:18]=2)[N:15]([CH3:19])[C:14](=[O:20])[CH2:13][CH2:12]3)[CH:6]=[N:7][CH:8]=1.[F:21][C:22]1[CH:23]=[CH:24][C:25]([OH:28])=[N:26][CH:27]=1.C([O-])([O-])=O.[K+].[K+]. (3) Given the product [C:27]([Si:24]([CH3:26])([CH3:25])[O:1][CH2:2][CH2:3][CH2:4][S:5][C:6]1[C:15]2[C:10](=[CH:11][CH:12]=[C:13]([I:16])[CH:14]=2)[N:9]=[CH:8][C:7]=1[C:17]#[N:18])([CH3:30])([CH3:29])[CH3:28], predict the reactants needed to synthesize it. The reactants are: [OH:1][CH2:2][CH2:3][CH2:4][S:5][C:6]1[C:15]2[C:10](=[CH:11][CH:12]=[C:13]([I:16])[CH:14]=2)[N:9]=[CH:8][C:7]=1[C:17]#[N:18].N1C=CN=C1.[Si:24](Cl)([C:27]([CH3:30])([CH3:29])[CH3:28])([CH3:26])[CH3:25].